This data is from Peptide-MHC class I binding affinity with 185,985 pairs from IEDB/IMGT. The task is: Regression. Given a peptide amino acid sequence and an MHC pseudo amino acid sequence, predict their binding affinity value. This is MHC class I binding data. (1) The peptide sequence is SAHWGQRAL. The MHC is H-2-Kb with pseudo-sequence H-2-Kb. The binding affinity (normalized) is 0.112. (2) The MHC is HLA-A02:05 with pseudo-sequence HLA-A02:05. The peptide sequence is ASAKAAAAV. The binding affinity (normalized) is 0.448. (3) The peptide sequence is QLSLRMLSL. The MHC is HLA-A02:19 with pseudo-sequence HLA-A02:19. The binding affinity (normalized) is 0.0847. (4) The peptide sequence is AYHPQQFIY. The MHC is HLA-A24:02 with pseudo-sequence HLA-A24:02. The binding affinity (normalized) is 0.401.